From a dataset of Full USPTO retrosynthesis dataset with 1.9M reactions from patents (1976-2016). Predict the reactants needed to synthesize the given product. (1) Given the product [F:18][C:15]1[CH:16]=[CH:17][C:12]([C:10]2[O:11][C:7]([CH2:6][N:22]([CH2:21][C:20]([F:19])([F:35])[F:36])[C:23]3[CH:30]=[CH:29][C:26]([C:27]#[N:28])=[C:25]([C:31]([F:32])([F:33])[F:34])[CH:24]=3)=[CH:8][N:9]=2)=[CH:13][CH:14]=1, predict the reactants needed to synthesize it. The reactants are: CS(O[CH2:6][C:7]1[O:11][C:10]([C:12]2[CH:17]=[CH:16][C:15]([F:18])=[CH:14][CH:13]=2)=[N:9][CH:8]=1)(=O)=O.[F:19][C:20]([F:36])([F:35])[CH2:21][NH:22][C:23]1[CH:30]=[CH:29][C:26]([C:27]#[N:28])=[C:25]([C:31]([F:34])([F:33])[F:32])[CH:24]=1.C([O-])([O-])=O.[Cs+].[Cs+]. (2) Given the product [NH2:39][C:36]1[N:37]=[CH:38][C:33]([C:19]2[CH:20]=[CH:21][C:22]([C:2]3[CH:16]=[CH:15][CH:14]=[CH:13][C:3]=3[O:4][C:5]3[N:6]=[CH:7][C:8]([C:9]#[N:10])=[CH:11][CH:12]=3)=[CH:23][C:18]=2[F:17])=[CH:34][N:35]=1, predict the reactants needed to synthesize it. The reactants are: Br[C:2]1[CH:16]=[CH:15][CH:14]=[CH:13][C:3]=1[O:4][C:5]1[CH:12]=[CH:11][C:8]([C:9]#[N:10])=[CH:7][N:6]=1.[F:17][C:18]1[CH:23]=[C:22](B2OC(C)(C)C(C)(C)O2)[CH:21]=[CH:20][C:19]=1[C:33]1[CH:34]=[N:35][C:36]([NH2:39])=[N:37][CH:38]=1.